This data is from HIV replication inhibition screening data with 41,000+ compounds from the AIDS Antiviral Screen. The task is: Binary Classification. Given a drug SMILES string, predict its activity (active/inactive) in a high-throughput screening assay against a specified biological target. (1) The drug is CCCN1CC=C(c2cc(C(=O)OCC)[nH]c2-c2cc(C)no2)C1=O. The result is 0 (inactive). (2) The compound is CC1(C)CC(=O)C(C(=NNC(=S)NN)C(=O)Nc2nc3ccc([N+](=O)[O-])cc3s2)C(=O)C1. The result is 0 (inactive). (3) The result is 0 (inactive). The drug is S=C1C(CCCOCc2ccccc2)C2CCCC23CC2(CCN13)OCCS2. (4) The compound is COC(=O)C1=C(O)C(C(=O)OC)C2(O)C(C(=O)OC)C1CC(c1ccccc1)C2C(=O)OC. The result is 0 (inactive). (5) The drug is O=S(=O)(c1ccc(Cl)c(Cl)c1)c1ccc(Cl)c(Cl)c1. The result is 0 (inactive). (6) The compound is C=C(C(=O)O)C1CCC2(C)CC(O)CC(=C)C2C1. The result is 0 (inactive). (7) The compound is NC(=O)CCN(CCC(N)=O)CCC(N)=O. The result is 0 (inactive). (8) The molecule is O=CCCCCCOCc1ccccc1. The result is 0 (inactive). (9) The compound is COC1=CC(=O)OC(C=C(C)C=CC2=C(C)CCCC2(C)C)C1. The result is 0 (inactive).